Dataset: Forward reaction prediction with 1.9M reactions from USPTO patents (1976-2016). Task: Predict the product of the given reaction. (1) Given the reactants [CH3:1]/[C:2](=[CH:26]\[C:27]1[CH:32]=[CH:31][CH:30]=[CH:29][CH:28]=1)/[CH2:3][N:4]([CH2:20][C@@H:21]1[CH2:25][CH2:24][CH2:23][NH:22]1)[C:5]([C:7]1[CH:17]=[C:16]([O:18][CH3:19])[C:10]2[O:11][C:12]([CH3:15])([CH3:14])[O:13][C:9]=2[CH:8]=1)=[O:6].C(OC(=O)[NH:39][CH:40]1[CH2:45][CH2:44][CH:43]([CH:46]=O)[CH2:42][CH2:41]1)(C)(C)C.C(O[BH-](OC(=O)C)OC(=O)C)(=O)C.[Na+], predict the reaction product. The product is: [NH2:39][CH:40]1[CH2:45][CH2:44][CH:43]([CH2:46][N:22]2[CH2:23][CH2:24][CH2:25][C@H:21]2[CH2:20][N:4]([CH2:3]/[C:2](/[CH3:1])=[CH:26]/[C:27]2[CH:32]=[CH:31][CH:30]=[CH:29][CH:28]=2)[C:5]([C:7]2[CH:17]=[C:16]([O:18][CH3:19])[C:10]3[O:11][C:12]([CH3:14])([CH3:15])[O:13][C:9]=3[CH:8]=2)=[O:6])[CH2:42][CH2:41]1. (2) Given the reactants Br[C:2]1[CH:11]=[C:10]2[C:5]([CH:6]=[C:7]([OH:15])[C:8]([C:12]([OH:14])=[O:13])=[CH:9]2)=[CH:4][CH:3]=1.[C:16]([C:19]1[CH:24]=[CH:23][C:22](B(O)O)=[CH:21][CH:20]=1)(=[O:18])[CH3:17].C(=O)([O-])[O-].[Na+].[Na+], predict the reaction product. The product is: [C:16]([C:19]1[CH:24]=[CH:23][C:22]([C:2]2[CH:11]=[C:10]3[C:5]([CH:6]=[C:7]([OH:15])[C:8]([C:12]([OH:14])=[O:13])=[CH:9]3)=[CH:4][CH:3]=2)=[CH:21][CH:20]=1)(=[O:18])[CH3:17]. (3) Given the reactants [OH:1][C:2]1[CH:3]=[C:4]([CH:9]=[C:10]([N+:12]([O-:14])=[O:13])[CH:11]=1)[C:5]([O:7][CH3:8])=[O:6].Cl[C:16]([F:21])([F:20])C([O-])=O.[Na+].C([O-])([O-])=O.[Na+].[Na+].O, predict the reaction product. The product is: [F:20][CH:16]([F:21])[O:1][C:2]1[CH:3]=[C:4]([CH:9]=[C:10]([N+:12]([O-:14])=[O:13])[CH:11]=1)[C:5]([O:7][CH3:8])=[O:6]. (4) Given the reactants [N+:1]([C:4]1[CH:9]=[CH:8][C:7]([S:10](Cl)(=[O:12])=[O:11])=[CH:6][CH:5]=1)([O-:3])=[O:2].[NH2:14][CH2:15][CH2:16][CH2:17][CH2:18][N:19]1[C:31]2[C:30]3[CH:29]=[CH:28][CH:27]=[CH:26][C:25]=3[N:24]=[C:23]([NH2:32])[C:22]=2[N:21]=[C:20]1[CH2:33][CH2:34][CH2:35][CH3:36], predict the reaction product. The product is: [NH2:32][C:23]1[C:22]2[N:21]=[C:20]([CH2:33][CH2:34][CH2:35][CH3:36])[N:19]([CH2:18][CH2:17][CH2:16][CH2:15][NH:14][S:10]([C:7]3[CH:8]=[CH:9][C:4]([N+:1]([O-:3])=[O:2])=[CH:5][CH:6]=3)(=[O:12])=[O:11])[C:31]=2[C:30]2[CH:29]=[CH:28][CH:27]=[CH:26][C:25]=2[N:24]=1. (5) Given the reactants [Cl:1][C:2]1[C:3]([CH:8]2[CH2:10][CH2:9]2)=[N:4][CH:5]=[CH:6][CH:7]=1.[B:11]1([B:11]2[O:15][C:14]([CH3:17])([CH3:16])[C:13]([CH3:19])([CH3:18])[O:12]2)[O:15][C:14]([CH3:17])([CH3:16])[C:13]([CH3:19])([CH3:18])[O:12]1, predict the reaction product. The product is: [Cl:1][C:2]1[C:3]([CH:8]2[CH2:10][CH2:9]2)=[N:4][CH:5]=[C:6]([B:11]2[O:15][C:14]([CH3:17])([CH3:16])[C:13]([CH3:19])([CH3:18])[O:12]2)[CH:7]=1. (6) Given the reactants [CH3:1][O:2][C:3](=[O:12])[C:4]1[CH:9]=[CH:8][C:7]([CH:10]=[O:11])=[CH:6][CH:5]=1.[CH2:13]([Mg]Cl)[CH:14]([CH3:16])[CH3:15], predict the reaction product. The product is: [OH:11][CH:10]([C:7]1[CH:8]=[CH:9][C:4]([C:3]([O:2][CH3:1])=[O:12])=[CH:5][CH:6]=1)[CH2:13][CH:14]([CH3:16])[CH3:15]. (7) Given the reactants Cl[C:2]1[N:7]=[C:6]([Cl:8])[N:5]=[C:4]([O:9][CH2:10][C:11]([F:14])([F:13])[F:12])[N:3]=1.[NH2:15][C:16]1[CH:25]=[CH:24][C:19]([C:20]([O:22][CH3:23])=[O:21])=[C:18]([O:26][CH2:27][CH2:28][CH2:29][Cl:30])[CH:17]=1, predict the reaction product. The product is: [Cl:8][C:6]1[N:5]=[C:4]([O:9][CH2:10][C:11]([F:14])([F:13])[F:12])[N:3]=[C:2]([NH:15][C:16]2[CH:25]=[CH:24][C:19]([C:20]([O:22][CH3:23])=[O:21])=[C:18]([O:26][CH2:27][CH2:28][CH2:29][Cl:30])[CH:17]=2)[N:7]=1.